Dataset: Acute oral toxicity (LD50) regression data from Zhu et al.. Task: Regression/Classification. Given a drug SMILES string, predict its toxicity properties. Task type varies by dataset: regression for continuous values (e.g., LD50, hERG inhibition percentage) or binary classification for toxic/non-toxic outcomes (e.g., AMES mutagenicity, cardiotoxicity, hepatotoxicity). Dataset: ld50_zhu. (1) The compound is CCOP(=S)(OCC)SCn1c(=O)sc2ccccc21. The rat oral LD50 is 3.54, given as -log10 of the dose in mol/kg body weight (higher means more acutely toxic). (2) The compound is CCS(=O)CCSP(=S)(OC)OC. The rat oral LD50 is 3.42, given as -log10 of the dose in mol/kg body weight (higher means more acutely toxic). (3) The molecule is CC(C)(C)c1ccc(O)cc1. The rat oral LD50 is 1.71, given as -log10 of the dose in mol/kg body weight (higher means more acutely toxic). (4) The molecule is COc1ccc2c3c1OC1C(O)C=CC4C(C2)N(C)CCC341. The rat oral LD50 is 2.85, given as -log10 of the dose in mol/kg body weight (higher means more acutely toxic). (5) The compound is CC(=O)CC(C)C. The rat oral LD50 is 1.68, given as -log10 of the dose in mol/kg body weight (higher means more acutely toxic). (6) The compound is CCN(N=O)C(C)OC. The rat oral LD50 is 2.12, given as -log10 of the dose in mol/kg body weight (higher means more acutely toxic). (7) The molecule is CS(=O)(=O)c1ccc(C(O)C(CO)NC(=O)C(Cl)Cl)cc1. The rat oral LD50 is 1.71, given as -log10 of the dose in mol/kg body weight (higher means more acutely toxic). (8) The drug is CNC1C(OC2C(OC3C(O)C(O)C(NC(=N)N)C(O)C3NC(=N)N)OC(C)C2(O)C=O)OC(CO)C(O)C1O. The rat oral LD50 is 1.81, given as -log10 of the dose in mol/kg body weight (higher means more acutely toxic).